Task: Regression. Given two drug SMILES strings and cell line genomic features, predict the synergy score measuring deviation from expected non-interaction effect.. Dataset: NCI-60 drug combinations with 297,098 pairs across 59 cell lines (1) Drug 1: CC1=C2C(C(=O)C3(C(CC4C(C3C(C(C2(C)C)(CC1OC(=O)C(C(C5=CC=CC=C5)NC(=O)OC(C)(C)C)O)O)OC(=O)C6=CC=CC=C6)(CO4)OC(=O)C)OC)C)OC. Drug 2: C(=O)(N)NO. Cell line: LOX IMVI. Synergy scores: CSS=20.5, Synergy_ZIP=-4.32, Synergy_Bliss=-8.54, Synergy_Loewe=-38.8, Synergy_HSA=-7.09. (2) Drug 1: CC(CN1CC(=O)NC(=O)C1)N2CC(=O)NC(=O)C2. Synergy scores: CSS=69.2, Synergy_ZIP=1.00, Synergy_Bliss=1.21, Synergy_Loewe=-12.2, Synergy_HSA=2.34. Drug 2: CC1=C2C(C(=O)C3(C(CC4C(C3C(C(C2(C)C)(CC1OC(=O)C(C(C5=CC=CC=C5)NC(=O)C6=CC=CC=C6)O)O)OC(=O)C7=CC=CC=C7)(CO4)OC(=O)C)O)C)OC(=O)C. Cell line: RPMI-8226.